Dataset: Catalyst prediction with 721,799 reactions and 888 catalyst types from USPTO. Task: Predict which catalyst facilitates the given reaction. (1) Product: [NH2:6][C:7]1[N:12]=[C:11]([C:13]([O:15][CH3:16])=[O:14])[CH:10]=[CH:9][CH:8]=1. Reactant: OS(O)(=O)=O.[NH2:6][C:7]1[N:12]=[C:11]([C:13]([OH:15])=[O:14])[CH:10]=[CH:9][CH:8]=1.[C:16]([O-])(O)=O.[Na+]. The catalyst class is: 5. (2) The catalyst class is: 16. Product: [CH2:7]([O:6][C:4](=[O:5])/[CH:9]=[CH:33]/[C:32]1[CH:31]=[C:30]([Cl:29])[N:37]=[C:36]([Cl:38])[CH:35]=1)[CH3:8]. Reactant: [H-].[Na+].[Br-].[C:4]([CH2:9][P+](C1C=CC=CC=1)(C1C=CC=CC=1)C1C=CC=CC=1)([O:6][CH2:7][CH3:8])=[O:5].[Cl:29][C:30]1[CH:31]=[C:32]([CH:35]=[C:36]([Cl:38])[N:37]=1)[CH:33]=O.Cl. (3) Reactant: [Cl:1][C:2]1[CH:7]=[CH:6][C:5]([C:8]2[CH:9]=[N:10][CH:11]=[C:12]3[C:17]=2[N:16]=[C:15]([C:18]([OH:20])=O)[CH:14]=[CH:13]3)=[CH:4][CH:3]=1.C(N(CC)C(C)C)(C)C.F[P-](F)(F)(F)(F)F.N1(OC(N(C)C)=[N+](C)C)C2N=CC=CC=2N=N1.[NH2:54][C:55]1[CH:60]=[CH:59][CH:58]=[CH:57][CH:56]=1. Product: [Cl:1][C:2]1[CH:3]=[CH:4][C:5]([C:8]2[CH:9]=[N:10][CH:11]=[C:12]3[C:17]=2[N:16]=[C:15]([C:18]([NH:54][C:55]2[CH:60]=[CH:59][CH:58]=[CH:57][CH:56]=2)=[O:20])[CH:14]=[CH:13]3)=[CH:6][CH:7]=1. The catalyst class is: 9.